Dataset: Catalyst prediction with 721,799 reactions and 888 catalyst types from USPTO. Task: Predict which catalyst facilitates the given reaction. (1) Reactant: [F:1][C:2]1[CH:3]=[C:4]([NH:9][C:10]2[N:15]=[C:14]([N:16]3[C:20]([CH3:21])=[CH:19][C:18]([C:22]([F:25])([F:24])[F:23])=[N:17]3)[C:13]([C:26]3[CH:27]=[C:28]([C:32]([O:34]CC)=[O:33])[CH:29]=[N:30][CH:31]=3)=[CH:12][N:11]=2)[CH:5]=[C:6]([F:8])[CH:7]=1.[OH-].[Na+]. The catalyst class is: 20. Product: [F:1][C:2]1[CH:3]=[C:4]([NH:9][C:10]2[N:15]=[C:14]([N:16]3[C:20]([CH3:21])=[CH:19][C:18]([C:22]([F:23])([F:25])[F:24])=[N:17]3)[C:13]([C:26]3[CH:27]=[C:28]([C:32]([OH:34])=[O:33])[CH:29]=[N:30][CH:31]=3)=[CH:12][N:11]=2)[CH:5]=[C:6]([F:8])[CH:7]=1. (2) Reactant: Cl[C:2]1[CH:9]=[C:8]([O:10][CH3:11])[C:5]([C:6]#[N:7])=[CH:4]N=1.Cl.[NH2:13][C@H:14]([C:16]1[C:17](=[O:27])[NH:18][C:19]2[C:24]([CH:25]=1)=[CH:23][C:22]([Cl:26])=[CH:21][CH:20]=2)[CH3:15].[CH3:28]CN(C(C)C)C(C)C. Product: [Cl:26][C:22]1[CH:23]=[C:24]2[C:19](=[CH:20][CH:21]=1)[NH:18][C:17](=[O:27])[C:16]([C@@H:14]([NH:13][C:2]1[CH:28]=[CH:4][C:5]([C:6]#[N:7])=[C:8]([O:10][CH3:11])[CH:9]=1)[CH3:15])=[CH:25]2. The catalyst class is: 14. (3) Reactant: [F:1][C:2]([F:13])([F:12])[C:3]1[CH:11]=[CH:10][C:6]([C:7]([OH:9])=O)=[CH:5][CH:4]=1.ON1C2C=CC=CC=2N=N1.[C:24]([O:28][C:29]([N:31]1[CH2:37][CH2:36][CH2:35][NH:34][CH2:33][CH2:32]1)=[O:30])([CH3:27])([CH3:26])[CH3:25].CN(C1C=CC=CN=1)C. Product: [C:24]([O:28][C:29]([N:31]1[CH2:37][CH2:36][CH2:35][N:34]([C:7](=[O:9])[C:6]2[CH:5]=[CH:4][C:3]([C:2]([F:1])([F:13])[F:12])=[CH:11][CH:10]=2)[CH2:33][CH2:32]1)=[O:30])([CH3:27])([CH3:25])[CH3:26]. The catalyst class is: 288. (4) Reactant: [C:1]([O:5][C:6]([NH:8][C@H:9]1[CH2:14][CH2:13][C:12]([F:16])([F:15])[CH2:11][C@@H:10]1[C:17](OCC)=[O:18])=[O:7])([CH3:4])([CH3:3])[CH3:2].[H-].[H-].[H-].[H-].[Li+].[Al+3]. Product: [F:15][C:12]1([F:16])[CH2:13][CH2:14][C@H:9]([NH:8][C:6](=[O:7])[O:5][C:1]([CH3:4])([CH3:2])[CH3:3])[C@@H:10]([CH2:17][OH:18])[CH2:11]1. The catalyst class is: 1. (5) Reactant: [Cl:1][C:2]1[CH:10]=[C:9]2[C:5]([C:6](O)([C:12]3[CH:17]=[CH:16][C:15]([CH:18]([CH3:20])[CH3:19])=[CH:14][CH:13]=3)[C:7](=[O:11])[NH:8]2)=[CH:4][CH:3]=1.C([SiH](CC)CC)C.FC(F)(F)C(O)=O.C(=O)([O-])[O-].[Na+].[Na+]. Product: [Cl:1][C:2]1[CH:10]=[C:9]2[C:5]([CH:6]([C:12]3[CH:17]=[CH:16][C:15]([CH:18]([CH3:20])[CH3:19])=[CH:14][CH:13]=3)[C:7](=[O:11])[NH:8]2)=[CH:4][CH:3]=1. The catalyst class is: 13.